Dataset: Reaction yield outcomes from USPTO patents with 853,638 reactions. Task: Predict the reaction yield, written as a fraction of the theoretical maximum amount of product (1.0 means a 100% yield; for example, 0.34 means a 34% yield). (1) The reactants are C(NC1C=C(O[C:12]2[CH:21]=[C:20]3[C:15]([CH2:16][CH2:17][CH:18]([C:22]([NH:24]C4C=C(C(F)(F)F)C=C(OC[C@H]5COC(C)(C)O5)C=4)=[O:23])[CH2:19]3)=[CH:14][CH:13]=2)C=CN=1)(=O)C.CC1C=CC(S(O)(=O)=O)=CC=1. The catalyst is CO.O. The product is [CH2:19]1[C:20]2[C:15](=[CH:14][CH:13]=[CH:12][CH:21]=2)[CH2:16][CH2:17][CH:18]1[C:22]([NH2:24])=[O:23]. The yield is 0.680. (2) The reactants are [CH3:1][O:2][C:3](=[O:20])[C:4](O)=[CH:5]C(=O)N(CC1C=CC(Cl)=C(Cl)C=1)C.C=O.Cl.NCCCC(O)=O.Cl[C:32]1[CH:33]=[C:34]([CH:48]=[CH:49][C:50]=1Cl)[CH2:35][N:36]([CH3:47])[C:37]([C:39]1[CH2:40][N:41]([CH3:46])[C:42](=[O:45])[C:43]=1[OH:44])=[O:38]. No catalyst specified. The product is [CH3:1][O:2][C:3](=[O:20])[CH2:4][CH2:5][CH2:46][N:41]1[CH2:40][C:39]([C:37](=[O:38])[N:36]([CH2:35][C:34]2[CH:48]=[CH:49][CH2:50][CH2:32][CH:33]=2)[CH3:47])=[C:43]([OH:44])[C:42]1=[O:45]. The yield is 0.0900. (3) The reactants are [Cl:1][C:2]1[CH:35]=[CH:34][C:5]([CH2:6][CH2:7][NH:8][C:9]([C:11]2[CH:33]=[CH:32][C:14]([O:15][C:16]3[CH:21]=[CH:20][C:19]([CH2:22][C:23]([O:25]CCCC)=[O:24])=[CH:18][C:17]=3[C:30]#[N:31])=[CH:13][CH:12]=2)=[O:10])=[CH:4][CH:3]=1.[H][H]. The catalyst is N.CO.[Ni]. The product is [Cl:1][C:2]1[CH:3]=[CH:4][C:5]([CH2:6][CH2:7][NH:8][C:9]([C:11]2[CH:33]=[CH:32][C:14]([O:15][C:16]3[CH:21]=[CH:20][C:19]([CH2:22][C:23]([O:25][C:5]([CH3:34])([CH3:6])[CH3:4])=[O:24])=[CH:18][C:17]=3[CH2:30][NH2:31])=[CH:13][CH:12]=2)=[O:10])=[CH:34][CH:35]=1. The yield is 0.150. (4) The reactants are C1[O:9][C:8]2[CH:7]=[CH:6][C:5]([C:10]([C:12]([C:14]3[CH:19]=[CH:18][C:17]4[O:20]C[O:22][C:16]=4[CH:15]=3)=[O:13])=[O:11])=[CH:4][C:3]=2[O:2]1.B(Br)(Br)Br.CO. The catalyst is C(Cl)Cl. The product is [OH:2][C:3]1[CH:4]=[C:5]([C:10]([C:12]([C:14]2[CH:19]=[CH:18][C:17]([OH:20])=[C:16]([OH:22])[CH:15]=2)=[O:13])=[O:11])[CH:6]=[CH:7][C:8]=1[OH:9]. The yield is 0.470. (5) The reactants are [CH3:1][O:2][C:3]1[CH:8]=[CH:7][C:6]([NH2:9])=[CH:5][CH:4]=1.C[Al](C)C.[NH2:14][C:15]1[C:19]([C:20]2[CH:25]=[CH:24][CH:23]=[CH:22][CH:21]=2)=[CH:18][S:17][C:16]=1[C:26](OC)=[O:27]. The catalyst is C1(C)C=CC=CC=1. The product is [NH2:14][C:15]1[C:19]([C:20]2[CH:25]=[CH:24][CH:23]=[CH:22][CH:21]=2)=[CH:18][S:17][C:16]=1[C:26]([NH:9][C:6]1[CH:7]=[CH:8][C:3]([O:2][CH3:1])=[CH:4][CH:5]=1)=[O:27]. The yield is 0.840. (6) The reactants are [S:1]([C:21]1[CH:26]=C(C2C(Cl)=CC(C(F)(F)F)=CC=2Cl)C=C[C:22]=1C)[C:2]1[CH:7]=[C:6]([C:8]2[C:13]([Cl:14])=[CH:12][C:11]([C:15]([F:18])([F:17])[F:16])=[CH:10][C:9]=2[Cl:19])[CH:5]=[CH:4][C:3]=1[CH3:20].C(S([O-])=O)O.[Na+].C(I)(C)C.O. The catalyst is CN(C)C=O. The product is [CH:21]([S:1][C:2]1[CH:7]=[C:6]([C:8]2[C:9]([Cl:19])=[CH:10][C:11]([C:15]([F:18])([F:16])[F:17])=[CH:12][C:13]=2[Cl:14])[CH:5]=[CH:4][C:3]=1[CH3:20])([CH3:26])[CH3:22]. The yield is 0.380. (7) The reactants are S([O-])([O-])(=O)=O.[Mg+2].[CH:7](=O)[CH2:8][CH2:9][CH2:10][CH3:11].O.C(O)(=O)C.[CH2:18]([NH:22][CH2:23][CH:24]([CH3:26])[CH3:25])[CH:19]([CH3:21])[CH3:20]. No catalyst specified. The product is [CH3:20][CH:19]([CH3:21])[CH2:18][N:22]([CH2:7][CH2:8][CH2:9][CH2:10][CH3:11])[CH2:23][CH:24]([CH3:26])[CH3:25]. The yield is 0.800.